Dataset: Catalyst prediction with 721,799 reactions and 888 catalyst types from USPTO. Task: Predict which catalyst facilitates the given reaction. (1) Reactant: [C:1]1([CH2:7][C:8]([OH:10])=O)[CH:6]=[CH:5][CH:4]=[CH:3][CH:2]=1.C(Cl)(=O)C(Cl)=O.[Br:17][C:18]1[CH:23]=[CH:22][C:21]([O:24]C)=[CH:20][CH:19]=1.[Al+3].[Cl-].[Cl-].[Cl-]. Product: [Br:17][C:18]1[CH:19]=[CH:20][C:21]([OH:24])=[C:22]([C:8](=[O:10])[CH2:7][C:1]2[CH:2]=[CH:3][CH:4]=[CH:5][CH:6]=2)[CH:23]=1. The catalyst class is: 139. (2) Reactant: [I:1]I.[NH:3]1[C:7]2=[N:8][CH:9]=[CH:10][C:11]([N:12]3[CH2:17][CH2:16][N:15]([C:18]([O:20][C:21]([CH3:24])([CH3:23])[CH3:22])=[O:19])[CH2:14][CH2:13]3)=[C:6]2[CH:5]=[N:4]1.[OH-].[K+].[O-]S([O-])=O.[Na+].[Na+]. Product: [I:1][C:5]1[C:6]2[C:7](=[N:8][CH:9]=[CH:10][C:11]=2[N:12]2[CH2:17][CH2:16][N:15]([C:18]([O:20][C:21]([CH3:24])([CH3:23])[CH3:22])=[O:19])[CH2:14][CH2:13]2)[NH:3][N:4]=1. The catalyst class is: 215. (3) Reactant: [CH3:1][O:2][C:3]1[N:8]=[CH:7][C:6]([N:9]2[C:13]([C:14]3[CH:19]=[CH:18][CH:17]=[CH:16][CH:15]=3)=[CH:12][C:11]([CH2:20][OH:21])=[N:10]2)=[CH:5][CH:4]=1.C(N(CC)CC)C.[CH3:29][S:30](Cl)(=[O:32])=[O:31]. Product: [CH3:29][S:30]([O:21][CH2:20][C:11]1[CH:12]=[C:13]([C:14]2[CH:19]=[CH:18][CH:17]=[CH:16][CH:15]=2)[N:9]([C:6]2[CH:7]=[N:8][C:3]([O:2][CH3:1])=[CH:4][CH:5]=2)[N:10]=1)(=[O:32])=[O:31]. The catalyst class is: 2. (4) Product: [CH:5]([O:4][C:2]([N:33]1[CH2:32][CH2:31][CH:30]([N:11]([CH:8]2[CH2:10][CH2:9]2)[C:12]([C:13]2[CH:14]=[N:15][C:16]([C:19]3[CH:24]=[CH:23][C:22]([S:25]([CH3:28])(=[O:26])=[O:27])=[CH:21][CH:20]=3)=[CH:17][CH:18]=2)=[O:29])[CH2:35][CH2:34]1)=[O:3])([CH3:7])[CH3:6]. The catalyst class is: 4. Reactant: Cl[C:2]([O:4][CH:5]([CH3:7])[CH3:6])=[O:3].[CH:8]1([N:11]([CH:30]2[CH2:35][CH2:34][NH:33][CH2:32][CH2:31]2)[C:12](=[O:29])[C:13]2[CH:18]=[CH:17][C:16]([C:19]3[CH:24]=[CH:23][C:22]([S:25]([CH3:28])(=[O:27])=[O:26])=[CH:21][CH:20]=3)=[N:15][CH:14]=2)[CH2:10][CH2:9]1.C(N(C(C)C)C(C)C)C.